From a dataset of Peptide-MHC class II binding affinity with 134,281 pairs from IEDB. Regression. Given a peptide amino acid sequence and an MHC pseudo amino acid sequence, predict their binding affinity value. This is MHC class II binding data. (1) The peptide sequence is KGSPEFDWILGWTIK. The MHC is DRB1_1302 with pseudo-sequence DRB1_1302. The binding affinity (normalized) is 0.435. (2) The peptide sequence is GELQWVDKIDAAFKI. The MHC is DRB1_0401 with pseudo-sequence DRB1_0401. The binding affinity (normalized) is 0.632. (3) The MHC is DRB1_0802 with pseudo-sequence DRB1_0802. The peptide sequence is VVDLSKMRAVWVDGK. The binding affinity (normalized) is 0.192. (4) The peptide sequence is TNISKEHDGECKETV. The MHC is HLA-DPA10103-DPB10401 with pseudo-sequence HLA-DPA10103-DPB10401. The binding affinity (normalized) is 0.0441. (5) The peptide sequence is ATTEEQKLIEDINAS. The MHC is DRB1_1101 with pseudo-sequence DRB1_1101. The binding affinity (normalized) is 0.161. (6) The peptide sequence is VLAIVALVVATIIAI. The MHC is DRB1_1001 with pseudo-sequence DRB1_1001. The binding affinity (normalized) is 0.735. (7) The peptide sequence is ISGLKPGVDYTITVY. The MHC is HLA-DPA10103-DPB10401 with pseudo-sequence HLA-DPA10103-DPB10401. The binding affinity (normalized) is 0.384. (8) The peptide sequence is RRHGVRIRVRSGGHD. The MHC is DRB1_1101 with pseudo-sequence DRB1_1101. The binding affinity (normalized) is 0.693.